This data is from Full USPTO retrosynthesis dataset with 1.9M reactions from patents (1976-2016). The task is: Predict the reactants needed to synthesize the given product. (1) Given the product [S:3]1[CH:7]=[CH:6][C:5]2[CH:8]=[CH:9][CH:10]=[C:11]([C:12]3[CH:17]=[C:16]([F:18])[N:15]=[CH:14][C:13]=3[C:19]([CH3:23])([CH3:22])[CH2:20][NH2:21])[C:4]1=2, predict the reactants needed to synthesize it. The reactants are: [BH4-].[Na+].[S:3]1[CH:7]=[CH:6][C:5]2[CH:8]=[CH:9][CH:10]=[C:11]([C:12]3[CH:17]=[C:16]([F:18])[N:15]=[CH:14][C:13]=3[C:19]([CH3:23])([CH3:22])[C:20]#[N:21])[C:4]1=2. (2) Given the product [CH2:28]1[C:27]2[C:22](=[CH:23][CH:24]=[CH:25][CH:26]=2)[CH2:21][CH:20]1[NH:19][C:16]1[N:17]=[CH:18][C:13]2[CH2:12][N:11]([C:9]([C:5]3[CH:4]=[C:3]([C:1]4[NH:46][N:45]=[N:44][CH:2]=4)[CH:8]=[CH:7][N:6]=3)=[O:10])[CH2:30][CH2:29][C:14]=2[N:15]=1, predict the reactants needed to synthesize it. The reactants are: [C:1]([C:3]1[CH:8]=[CH:7][N:6]=[C:5]([C:9]([N:11]2[CH2:30][CH2:29][C:14]3[N:15]=[C:16]([NH:19][CH:20]4[CH2:28][C:27]5[C:22](=[CH:23][CH:24]=[CH:25][CH:26]=5)[CH2:21]4)[N:17]=[CH:18][C:13]=3[CH2:12]2)=[O:10])[CH:4]=1)#[CH:2].[Na].O=C1O[C@H]([C@H](CO)O)C(O)=C1O.[N:44]([Si](C)(C)C)=[N+:45]=[N-:46]. (3) Given the product [OH:14][CH2:15][C@@H:16]1[O:20][C:19](=[O:21])[N:18]([C:2]2[CH:13]=[CH:12][C:5]3[CH2:6][CH2:7][CH2:8][C:9](=[O:11])[CH2:10][C:4]=3[CH:3]=2)[CH2:17]1, predict the reactants needed to synthesize it. The reactants are: Br[C:2]1[CH:13]=[CH:12][C:5]2[CH2:6][CH2:7][CH2:8][C:9](=[O:11])[CH2:10][C:4]=2[CH:3]=1.[OH:14][CH2:15][CH:16]1[O:20][C:19](=[O:21])[NH:18][CH2:17]1.N[C@@H]1CCCC[C@H]1N.C(=O)([O-])[O-].[K+].[K+]. (4) Given the product [Br:12][C:6]1[CH:5]=[C:4]2[C:9]([CH:10]=[CH:11][CH:2]=[C:3]2[Cl:17])=[CH:8][CH:7]=1, predict the reactants needed to synthesize it. The reactants are: N[C:2]1[CH:11]=[CH:10][C:9]2[C:4](=[CH:5][C:6]([Br:12])=[CH:7][CH:8]=2)[CH:3]=1.N([O-])=O.[Na+].[Cl:17]CCl. (5) Given the product [BrH:38].[BrH:38].[BrH:38].[CH3:18][N:17]([CH:15]1[CH2:14][NH:13][CH2:12][CH2:11][NH:10][CH2:16]1)[CH3:19], predict the reactants needed to synthesize it. The reactants are: C1(C)C=CC(S([N:10]2[CH2:16][CH:15]([N:17]([CH3:19])[CH3:18])[CH2:14][N:13](S(C3C=CC(C)=CC=3)(=O)=O)[CH2:12][CH2:11]2)(=O)=O)=CC=1.C1(O)C=CC=CC=1.[BrH:38]. (6) The reactants are: Cl[C:2]1[CH:7]=[C:6]([F:8])[CH:5]=[CH:4][N:3]=1.C([Sn](CCCC)(CCCC)[C:14]([O:16]CC)=[CH2:15])CCC.[Br:27]N1C(=O)CCC1=O. Given the product [Br:27][CH2:16][C:14]([C:2]1[CH:7]=[C:6]([F:8])[CH:5]=[CH:4][N:3]=1)=[O:15], predict the reactants needed to synthesize it.